This data is from Peptide-MHC class II binding affinity with 134,281 pairs from IEDB. The task is: Regression. Given a peptide amino acid sequence and an MHC pseudo amino acid sequence, predict their binding affinity value. This is MHC class II binding data. (1) The peptide sequence is DPWTIYAIGGSSNPT. The MHC is DRB1_0401 with pseudo-sequence DRB1_0401. The binding affinity (normalized) is 0.480. (2) The peptide sequence is EVVKANGGYLAAGKL. The MHC is HLA-DQA10102-DQB10602 with pseudo-sequence HLA-DQA10102-DQB10602. The binding affinity (normalized) is 0.558. (3) The peptide sequence is HAAIGAYLEEQEQWK. The binding affinity (normalized) is 0.323. The MHC is HLA-DQA10102-DQB10501 with pseudo-sequence HLA-DQA10102-DQB10501. (4) The peptide sequence is GELQIVDKYDAAFKI. The MHC is DRB1_0701 with pseudo-sequence DRB1_0701. The binding affinity (normalized) is 0.556. (5) The peptide sequence is ITDTTIGTGDDCISI. The MHC is HLA-DQA10102-DQB10502 with pseudo-sequence HLA-DQA10102-DQB10502. The binding affinity (normalized) is 0.137.